Predict the product of the given reaction. From a dataset of Forward reaction prediction with 1.9M reactions from USPTO patents (1976-2016). (1) The product is: [C:3]([NH2:2])(=[O:13])[C@H:4]([C:6]1[CH:11]=[CH:10][CH:9]=[CH:8][CH:7]=1)[OH:5]. Given the reactants C[NH2:2].[C:3]([O:13]C)(=O)[C@H:4]([C:6]1[CH:11]=[CH:10][CH:9]=[CH:8][CH:7]=1)[OH:5], predict the reaction product. (2) Given the reactants [NH2:1][C:2]1[CH:3]=[C:4]([CH:8]=[CH:9][C:10]=1[NH2:11])[C:5]([OH:7])=[O:6].[N:12]([O-])=O.[Na+].S(=O)(=O)(O)O, predict the reaction product. The product is: [NH:1]1[C:2]2[CH:3]=[C:4]([C:5]([OH:7])=[O:6])[CH:8]=[CH:9][C:10]=2[N:11]=[N:12]1. (3) Given the reactants [CH3:1][C:2]1[N:7]=[C:6]([CH2:8][CH2:9][CH3:10])[NH:5][C:4](=[O:11])[C:3]=1[CH2:12][CH:13]1[CH2:18][CH2:17][CH2:16][CH2:15][O:14]1.Br[CH2:20][C:21]1[CH:26]=[CH:25][C:24]([C:27]2[CH:32]=[CH:31][CH:30]=[CH:29][C:28]=2[C:33]2[N:37]=[C:36](C(Cl)(Cl)Cl)[O:35][N:34]=2)=[CH:23][CH:22]=1.C(=O)([O-])[O-:43].[K+].[K+], predict the reaction product. The product is: [CH3:1][C:2]1[N:7]=[C:6]([CH2:8][CH2:9][CH3:10])[N:5]([CH2:20][C:21]2[CH:26]=[CH:25][C:24]([C:27]3[CH:32]=[CH:31][CH:30]=[CH:29][C:28]=3[C:33]3[NH:37][C:36](=[O:43])[O:35][N:34]=3)=[CH:23][CH:22]=2)[C:4](=[O:11])[C:3]=1[CH2:12][CH:13]1[CH2:18][CH2:17][CH2:16][CH2:15][O:14]1.